This data is from Full USPTO retrosynthesis dataset with 1.9M reactions from patents (1976-2016). The task is: Predict the reactants needed to synthesize the given product. (1) Given the product [C:13]([C:3]1[CH:4]=[C:5]([C:8]([O:10][CH2:11][CH3:12])=[O:9])[CH:6]=[N:7][C:2]=1[NH:18][CH:16]([CH3:17])[CH3:15])#[N:14], predict the reactants needed to synthesize it. The reactants are: Cl[C:2]1[N:7]=[CH:6][C:5]([C:8]([O:10][CH2:11][CH3:12])=[O:9])=[CH:4][C:3]=1[C:13]#[N:14].[CH3:15][CH:16]([NH2:18])[CH3:17].C(N(CC)CC)C. (2) Given the product [CH2:2]([O:4][C:5](=[O:38])[C:6]([N:8]([CH2:16][C:17]1[CH:18]=[CH:19][C:20]([C:23]([NH:25][CH2:26][CH2:27][CH2:28][CH2:29][CH2:30][CH2:31][CH2:32][CH2:33][CH2:34][CH2:35][CH2:36][CH3:37])=[O:24])=[CH:21][CH:22]=1)[CH2:9][CH:10]1[CH2:11][CH2:12][N:13]([S:61]([C:58]2[CH:57]=[CH:56][C:55]([O:54][CH3:53])=[CH:60][CH:59]=2)(=[O:63])=[O:62])[CH2:14][CH2:15]1)=[O:7])[CH3:3], predict the reactants needed to synthesize it. The reactants are: Cl.[CH2:2]([O:4][C:5](=[O:38])[C:6]([N:8]([CH2:16][C:17]1[CH:22]=[CH:21][C:20]([C:23]([NH:25][CH2:26][CH2:27][CH2:28][CH2:29][CH2:30][CH2:31][CH2:32][CH2:33][CH2:34][CH2:35][CH2:36][CH3:37])=[O:24])=[CH:19][CH:18]=1)[CH2:9][CH:10]1[CH2:15][CH2:14][NH:13][CH2:12][CH2:11]1)=[O:7])[CH3:3].COC1C(CCN)=CC(OC)=C([125I])C=1.[CH3:53][O:54][C:55]1[CH:60]=[CH:59][C:58]([S:61](Cl)(=[O:63])=[O:62])=[CH:57][CH:56]=1. (3) Given the product [CH3:18][O:17][CH2:16][CH2:15][CH2:14][N:4]1[C:5]2[C:10](=[CH:9][CH:8]=[C:7]([C:11](=[O:13])[CH3:12])[CH:6]=2)[C:2]([CH3:27])=[CH:3]1, predict the reactants needed to synthesize it. The reactants are: Cl[C:2]1[C:10]2[C:5](=[CH:6][C:7]([C:11](=[O:13])[CH3:12])=[CH:8][CH:9]=2)[N:4]([CH2:14][CH2:15][CH2:16][O:17][CH3:18])[CH:3]=1.P([O-])([O-])([O-])=O.[K+].[K+].[K+].[CH3:27]B1OB(C)OB(C)O1.C1(P(C2CCCCC2)C2C=CC=CC=2C2C(C(C)C)=CC(C(C)C)=CC=2C(C)C)CCCCC1. (4) The reactants are: C(OC(=O)[NH:7][C:8]1[CH:12]=[C:11]([C:13]2[CH:18]=[CH:17][CH:16]=[CH:15][N:14]=2)[N:10]([CH3:19])[N:9]=1)(C)(C)C.Cl. Given the product [CH3:19][N:10]1[C:11]([C:13]2[CH:18]=[CH:17][CH:16]=[CH:15][N:14]=2)=[CH:12][C:8]([NH2:7])=[N:9]1, predict the reactants needed to synthesize it. (5) Given the product [Cl:1][C:2]1[N:11]=[C:10]([N:12]([C:14]2[CH:15]=[CH:16][C:17]([OH:20])=[CH:18][CH:19]=2)[CH3:13])[C:9]2[C:4](=[CH:5][CH:6]=[CH:7][CH:8]=2)[N:3]=1, predict the reactants needed to synthesize it. The reactants are: [Cl:1][C:2]1[N:11]=[C:10]([N:12]([C:14]2[CH:19]=[CH:18][C:17]([O:20]C)=[CH:16][CH:15]=2)[CH3:13])[C:9]2[C:4](=[CH:5][CH:6]=[CH:7][CH:8]=2)[N:3]=1.B(Br)(Br)Br. (6) Given the product [F:11][C:12]1[CH:17]=[CH:16][C:15]([S:18]([C:21]([C:24]2[CH:29]=[C:28]([N:30]3[CH2:35][CH2:34][O:33][CH2:32][C@@H:31]3[CH3:36])[N:27]=[C:26]([C:37]3[CH:38]=[CH:39][C:40]([NH:41][C:2](=[O:3])[O:4][C:5]4[CH:10]=[CH:9][CH:8]=[CH:7][CH:6]=4)=[CH:42][CH:43]=3)[N:25]=2)([CH3:22])[CH3:23])(=[O:19])=[O:20])=[CH:14][CH:13]=1, predict the reactants needed to synthesize it. The reactants are: Cl[C:2]([O:4][C:5]1[CH:10]=[CH:9][CH:8]=[CH:7][CH:6]=1)=[O:3].[F:11][C:12]1[CH:17]=[CH:16][C:15]([S:18]([C:21]([C:24]2[CH:29]=[C:28]([N:30]3[CH2:35][CH2:34][O:33][CH2:32][C@@H:31]3[CH3:36])[N:27]=[C:26]([C:37]3[CH:43]=[CH:42][C:40]([NH2:41])=[CH:39][CH:38]=3)[N:25]=2)([CH3:23])[CH3:22])(=[O:20])=[O:19])=[CH:14][CH:13]=1.C(=O)(O)[O-].[Na+]. (7) Given the product [Cl:1][C:2]1[CH:9]=[C:8]([Cl:10])[CH:7]=[C:6]([Cl:11])[C:3]=1[CH:4]=[O:13], predict the reactants needed to synthesize it. The reactants are: [Cl:1][C:2]1[CH:9]=[C:8]([Cl:10])[CH:7]=[C:6]([Cl:11])[C:3]=1[C:4]#N.C(O)=[O:13].O.[Al]. (8) Given the product [NH2:17][C:16]1[CH:15]=[CH:14][C:13]([N:20]([C:25]2[C:44]([CH:45]3[CH2:47][CH2:46]3)=[CH:43][C:28]3[C:29]([C:39]([NH:41][CH3:42])=[O:40])=[C:30]([C:32]4[CH:33]=[CH:34][C:35]([F:38])=[CH:36][CH:37]=4)[O:31][C:27]=3[CH:26]=2)[S:21]([CH3:24])(=[O:23])=[O:22])=[CH:12][C:11]=1[C:9]#[N:10], predict the reactants needed to synthesize it. The reactants are: [O-]S(S([O-])=O)=O.[Na+].[Na+].[C:9]([C:11]1[CH:12]=[C:13]([N:20]([C:25]2[C:44]([CH:45]3[CH2:47][CH2:46]3)=[CH:43][C:28]3[C:29]([C:39]([NH:41][CH3:42])=[O:40])=[C:30]([C:32]4[CH:37]=[CH:36][C:35]([F:38])=[CH:34][CH:33]=4)[O:31][C:27]=3[CH:26]=2)[S:21]([CH3:24])(=[O:23])=[O:22])[CH:14]=[CH:15][C:16]=1[N+:17]([O-])=O)#[N:10].